From a dataset of Full USPTO retrosynthesis dataset with 1.9M reactions from patents (1976-2016). Predict the reactants needed to synthesize the given product. (1) Given the product [CH3:1][O:2][CH2:3][CH:4]([NH:6][C:22]([C:21]1[CH:25]=[CH:26][N:27]=[CH:28][C:20]=1[NH:19][C:17]([C:15]1[C:14]([NH:29][C:30]2[CH:35]=[N:34][CH:33]=[N:32][CH:31]=2)=[CH:13][CH:12]=[C:11]([CH:8]2[CH2:9][CH2:10]2)[N:16]=1)=[O:18])=[O:24])[CH3:5], predict the reactants needed to synthesize it. The reactants are: [CH3:1][O:2][CH2:3][CH:4]([NH:6]C)[CH3:5].[CH:8]1([C:11]2[N:16]=[C:15]([C:17]([NH:19][C:20]3[CH:28]=[N:27][CH:26]=[CH:25][C:21]=3[C:22]([OH:24])=O)=[O:18])[C:14]([NH:29][C:30]3[CH:31]=[N:32][CH:33]=[N:34][CH:35]=3)=[CH:13][CH:12]=2)[CH2:10][CH2:9]1. (2) The reactants are: [Cl:1][C:2]1[CH:3]=[C:4]([CH:6]=[CH:7][CH:8]=1)[NH2:5].[F:9][C:10]1[CH:17]=[CH:16][CH:15]=[CH:14][C:11]=1[C:12]#[N:13]. Given the product [Cl:1][C:2]1[CH:3]=[C:4]([NH:5][C:12](=[NH:13])[C:11]2[CH:14]=[CH:15][CH:16]=[CH:17][C:10]=2[F:9])[CH:6]=[CH:7][CH:8]=1, predict the reactants needed to synthesize it. (3) Given the product [CH3:25][C:24]1[C:23]2[C:14](=[CH:15][C:16]([C:17]([O:19][CH3:20])=[O:18])=[CH:21][CH:22]=2)[NH:13][N:49]=1, predict the reactants needed to synthesize it. The reactants are: CC(OC(C)=O)=O.CC([O-])=O.[K+].[NH2:13][C:14]1[CH:15]=[C:16]([CH:21]=[CH:22][C:23]=1[CH2:24][CH3:25])[C:17]([O:19][CH3:20])=[O:18].C1OCCOCCOCCOCCOCCOC1.C(O[N+:49]([O-])=O)C(C)C.C([O-])([O-])=O.[K+].[K+]. (4) Given the product [CH3:57][N:58]([CH3:62])[CH2:59][CH2:60][O:32][C:33]1[CH:34]=[CH:35][C:36]2[C:37]3[N:45]=[C:44]([C:46]4[CH:47]=[CH:48][C:49]([O:52][CH3:53])=[CH:50][CH:51]=4)[CH:43]=[C:42]([C:54]([NH2:56])=[O:55])[C:38]=3[NH:39][C:40]=2[CH:41]=1, predict the reactants needed to synthesize it. The reactants are: N(C(OCC)=O)=NC(OCC)=O.C1(P(C2C=CC=CC=2)C2C=CC=CC=2)C=CC=CC=1.[OH:32][C:33]1[CH:34]=[CH:35][C:36]2[C:37]3[N:45]=[C:44]([C:46]4[CH:51]=[CH:50][C:49]([O:52][CH3:53])=[CH:48][CH:47]=4)[CH:43]=[C:42]([C:54]([NH2:56])=[O:55])[C:38]=3[NH:39][C:40]=2[CH:41]=1.[CH3:57][N:58]([CH3:62])[CH2:59][CH2:60]O. (5) Given the product [C:1]([O:5][C:6](=[O:19])[NH:7][C:8]1[CH:13]=[CH:12][C:11]([C:14]([F:17])([F:16])[F:15])=[CH:10][C:9]=1[NH:18][C:25](=[O:24])[CH2:26][C:27]([C:29]1[CH:34]=[CH:33][CH:32]=[C:31]([C:35]2[N:36]=[N:37][C:38]([CH3:41])=[CH:39][CH:40]=2)[CH:30]=1)=[O:28])([CH3:4])([CH3:2])[CH3:3], predict the reactants needed to synthesize it. The reactants are: [C:1]([O:5][C:6](=[O:19])[NH:7][C:8]1[CH:13]=[CH:12][C:11]([C:14]([F:17])([F:16])[F:15])=[CH:10][C:9]=1[NH2:18])([CH3:4])([CH3:3])[CH3:2].C([O:24][C:25](=O)[CH2:26][C:27]([C:29]1[CH:34]=[CH:33][CH:32]=[C:31]([C:35]2[N:36]=[N:37][C:38]([CH3:41])=[CH:39][CH:40]=2)[CH:30]=1)=[O:28])(C)(C)C. (6) The reactants are: Cl[C:2]1[C:3](=[O:21])[N:4]([CH2:19][CH3:20])[S:5](=[O:18])(=[O:17])[C:6]=1[C:7]1[CH:12]=[CH:11][C:10]([C:13]([F:16])([F:15])[F:14])=[CH:9][CH:8]=1.[N:22]1([C:28]2[CH:34]=[CH:33][C:31]([NH2:32])=[CH:30][CH:29]=2)[CH2:27][CH2:26][O:25][CH2:24][CH2:23]1. Given the product [CH2:19]([N:4]1[C:3](=[O:21])[C:2]([NH:32][C:31]2[CH:30]=[CH:29][C:28]([N:22]3[CH2:27][CH2:26][O:25][CH2:24][CH2:23]3)=[CH:34][CH:33]=2)=[C:6]([C:7]2[CH:12]=[CH:11][C:10]([C:13]([F:16])([F:15])[F:14])=[CH:9][CH:8]=2)[S:5]1(=[O:18])=[O:17])[CH3:20], predict the reactants needed to synthesize it.